From a dataset of Forward reaction prediction with 1.9M reactions from USPTO patents (1976-2016). Predict the product of the given reaction. (1) Given the reactants [BH4-].[Na+].[C:3]([O:7][C:8](=[O:34])[NH:9][C@H:10]1[CH2:15][CH2:14][C@H:13]([CH2:16][C:17]2[C:18](=[O:33])[O:19][C:20]3[CH:21]=[N:22][C:23]4[C:28]([C:29]=3[CH:30]=2)=[CH:27][C:26]([O:31][CH3:32])=[CH:25][CH:24]=4)[CH2:12][CH2:11]1)([CH3:6])([CH3:5])[CH3:4].C(OCC)(=O)C, predict the reaction product. The product is: [C:3]([O:7][C:8](=[O:34])[NH:9][C@H:10]1[CH2:11][CH2:12][C@H:13]([CH2:16][CH:17]([CH2:30][C:29]2[C:28]3[C:23](=[CH:24][CH:25]=[C:26]([O:31][CH3:32])[CH:27]=3)[N:22]=[CH:21][C:20]=2[OH:19])[CH2:18][OH:33])[CH2:14][CH2:15]1)([CH3:4])([CH3:6])[CH3:5]. (2) Given the reactants [Cl:1][C:2]1[CH:3]=[C:4]([C:12]2[O:16][N:15]=[C:14]([C:17]3[CH:18]=[CH:19][C:20]4[O:26][CH2:25][CH2:24][NH:23][CH2:22][C:21]=4[CH:27]=3)[N:13]=2)[CH:5]=[CH:6][C:7]=1[O:8][CH:9]([CH3:11])[CH3:10].CCN(C(C)C)C(C)C.Br[CH2:38][CH2:39][CH2:40][C:41]([O:43][CH2:44][CH3:45])=[O:42], predict the reaction product. The product is: [Cl:1][C:2]1[CH:3]=[C:4]([C:12]2[O:16][N:15]=[C:14]([C:17]3[CH:18]=[CH:19][C:20]4[O:26][CH2:25][CH2:24][N:23]([CH2:38][CH2:39][CH2:40][C:41]([O:43][CH2:44][CH3:45])=[O:42])[CH2:22][C:21]=4[CH:27]=3)[N:13]=2)[CH:5]=[CH:6][C:7]=1[O:8][CH:9]([CH3:11])[CH3:10]. (3) Given the reactants [C:1]([C:4]1[C:22](=[O:23])[C@@:8]2([CH3:24])[C:9]3[C:15]([OH:16])=[CH:14][C:13]([O:17][CH3:18])=[C:12]([C:19]([NH2:21])=[O:20])[C:10]=3[O:11][C:7]2=[CH:6][C:5]=1[OH:25])(=[O:3])[CH3:2].[F:26][C:27]1[CH:34]=[CH:33][CH:32]=[CH:31][C:28]=1[CH:29]=O.C([SiH](CC)CC)C.FC(F)(F)C(O)=O, predict the reaction product. The product is: [C:1]([C:4]1[C:22](=[O:23])[C@@:8]2([CH3:24])[C:9]3[C:15]([OH:16])=[CH:14][C:13]([O:17][CH3:18])=[C:12]([C:19]([NH:21][CH2:29][C:28]4[CH:31]=[CH:32][CH:33]=[CH:34][C:27]=4[F:26])=[O:20])[C:10]=3[O:11][C:7]2=[CH:6][C:5]=1[OH:25])(=[O:3])[CH3:2].